From a dataset of Forward reaction prediction with 1.9M reactions from USPTO patents (1976-2016). Predict the product of the given reaction. (1) Given the reactants [CH3:1][N:2]1[CH2:8][CH2:7][CH2:6][C:5]2([CH2:17][C:16](=[O:18])[C:15]3[C:10](=[CH:11][CH:12]=[C:13](/[CH:19]=[CH:20]/[C:21](O)=[O:22])[CH:14]=3)[O:9]2)[CH2:4][CH2:3]1.[NH2:24][O:25][CH:26]1[CH2:31][CH2:30][CH2:29][CH2:28][O:27]1, predict the reaction product. The product is: [CH3:1][N:2]1[CH2:8][CH2:7][CH2:6][C:5]2([CH2:17][C:16](=[O:18])[C:15]3[C:10](=[CH:11][CH:12]=[C:13](/[CH:19]=[CH:20]/[C:21]([NH:24][O:25][CH:26]4[CH2:31][CH2:30][CH2:29][CH2:28][O:27]4)=[O:22])[CH:14]=3)[O:9]2)[CH2:4][CH2:3]1. (2) Given the reactants [NH2:1][C@@H:2]1[C:16](=[O:17])[N:15]2[CH2:18][C@H:19]([O:21][C:22]3[C:31]([C:32]4[S:33][C:34]5[CH:40]=[CH:39][CH:38]=[CH:37][C:35]=5[N:36]=4)=[N:30][C:29]4[C:24](=[CH:25][CH:26]=[CH:27][CH:28]=4)[N:23]=3)[CH2:20][C@H:14]2[C:13](=[O:41])[NH:12][C@:11]2([C:43]([NH:45][S:46]([CH:49]3[CH2:51][CH2:50]3)(=[O:48])=[O:47])=[O:44])[CH2:42][C@H:10]2[CH2:9][C:8]([F:53])([F:52])[CH2:7][CH2:6][CH2:5][CH2:4][CH2:3]1.Cl.C(N(C(C)C)CC)(C)C.[CH3:64][C:65]1[O:69][N:68]=[C:67]([C:70](O)=[O:71])[CH:66]=1.CN(C(ON1N=NC2C=CC=NC1=2)=[N+](C)C)C.F[P-](F)(F)(F)(F)F, predict the reaction product. The product is: [S:33]1[C:34]2[CH:40]=[CH:39][CH:38]=[CH:37][C:35]=2[N:36]=[C:32]1[C:31]1[C:22]([O:21][C@H:19]2[CH2:18][N:15]3[C:16](=[O:17])[C@@H:2]([NH:1][C:70]([C:67]4[CH:66]=[C:65]([CH3:64])[O:69][N:68]=4)=[O:71])[CH2:3][CH2:4][CH2:5][CH2:6][CH2:7][C:8]([F:52])([F:53])[CH2:9][C@@H:10]4[CH2:42][C@@:11]4([C:43](=[O:44])[NH:45][S:46]([CH:49]4[CH2:51][CH2:50]4)(=[O:48])=[O:47])[NH:12][C:13](=[O:41])[C@@H:14]3[CH2:20]2)=[N:23][C:24]2[C:29]([N:30]=1)=[CH:28][CH:27]=[CH:26][CH:25]=2. (3) Given the reactants [CH3:1][O:2][C:3](=[O:30])[CH2:4][C:5]1[CH:10]=[CH:9][C:8]([C:11]#[C:12][C:13]2[CH:18]=[C:17]([C:19]([CH3:22])([CH3:21])[CH3:20])[C:16]([O:23][CH:24]([CH3:26])[CH3:25])=[C:15]([CH:27]=[O:28])[C:14]=2[CH3:29])=[CH:7][CH:6]=1.[BH4-].[Na+], predict the reaction product. The product is: [CH3:1][O:2][C:3](=[O:30])[CH2:4][C:5]1[CH:6]=[CH:7][C:8]([C:11]#[C:12][C:13]2[CH:18]=[C:17]([C:19]([CH3:22])([CH3:21])[CH3:20])[C:16]([O:23][CH:24]([CH3:26])[CH3:25])=[C:15]([CH2:27][OH:28])[C:14]=2[CH3:29])=[CH:9][CH:10]=1. (4) The product is: [OH:1][CH:2]1[CH:8]([NH:9][C:10](=[O:38])[C@H:11]([CH2:34][CH:35]([CH3:36])[CH3:37])[NH:12][C@@H:13]([C:18]2[CH:23]=[CH:22][C:21]([C:24]3[CH:29]=[CH:28][C:27]([S:30]([CH3:33])(=[O:31])=[O:32])=[CH:26][CH:25]=3)=[CH:20][CH:19]=2)[C:14]([F:16])([F:15])[F:17])[CH2:7][CH2:6][CH2:5][NH:4][CH2:3]1. Given the reactants [OH:1][CH:2]1[CH:8]([NH:9][C:10](=[O:38])[C@H:11]([CH2:34][CH:35]([CH3:37])[CH3:36])[NH:12][C@@H:13]([C:18]2[CH:23]=[CH:22][C:21]([C:24]3[CH:29]=[CH:28][C:27]([S:30]([CH3:33])(=[O:32])=[O:31])=[CH:26][CH:25]=3)=[CH:20][CH:19]=2)[C:14]([F:17])([F:16])[F:15])[CH2:7][CH2:6][CH2:5][N:4](C(OCC2C=CC=CC=2)=O)[CH2:3]1, predict the reaction product. (5) Given the reactants Cl[C:2]1[C:3]2[CH:24]=[CH:23][C:22](=[O:25])[N:21]([C:26]3[C:31]([F:32])=[CH:30][CH:29]=[CH:28][C:27]=3[F:33])[C:4]=2[N:5]=[C:6]([N:8]2[CH2:13][CH2:12][CH:11]([N:14]3[CH2:19][CH2:18][CH:17]([CH3:20])[CH2:16][CH2:15]3)[CH2:10][CH2:9]2)[N:7]=1.[CH3:34][C:35]1[CH:43]=[CH:42][C:38]([C:39]([OH:41])=[O:40])=[CH:37][C:36]=1B1OC(C)(C)C(C)(C)O1.C(=O)([O-])[O-].[K+].[K+], predict the reaction product. The product is: [F:32][C:31]1[CH:30]=[CH:29][CH:28]=[C:27]([F:33])[C:26]=1[N:21]1[C:4]2[N:5]=[C:6]([N:8]3[CH2:13][CH2:12][CH:11]([N:14]4[CH2:19][CH2:18][CH:17]([CH3:20])[CH2:16][CH2:15]4)[CH2:10][CH2:9]3)[N:7]=[C:2]([C:36]3[CH:37]=[C:38]([CH:42]=[CH:43][C:35]=3[CH3:34])[C:39]([OH:41])=[O:40])[C:3]=2[CH:24]=[CH:23][C:22]1=[O:25]. (6) Given the reactants O[CH2:2][C:3]1[N:4]=[C:5]([C:8]2[CH:13]=[C:12]([C:14]([CH3:17])([CH3:16])[CH3:15])[C:11]([OH:18])=[C:10]([C:19]([CH3:22])([CH3:21])[CH3:20])[CH:9]=2)[O:6][CH:7]=1.C1(P(C2C=CC=CC=2)C2C=CC=CC=2)C=CC=CC=1.C(Br)(Br)(Br)[Br:43], predict the reaction product. The product is: [Br:43][CH2:2][C:3]1[N:4]=[C:5]([C:8]2[CH:13]=[C:12]([C:14]([CH3:17])([CH3:16])[CH3:15])[C:11]([OH:18])=[C:10]([C:19]([CH3:22])([CH3:21])[CH3:20])[CH:9]=2)[O:6][CH:7]=1. (7) Given the reactants [CH2:1]([NH2:5])[CH2:2][CH:3]=[CH2:4].[C:6]1(=[O:12])[O:11][C:9](=[O:10])[CH2:8][CH2:7]1.[OH-].[Na+], predict the reaction product. The product is: [CH2:1]([NH:5][C:6](=[O:12])[CH2:7][CH2:8][C:9]([OH:11])=[O:10])[CH2:2][CH:3]=[CH2:4]. (8) Given the reactants [NH2:1][C:2]1[S:3][C:4]2[CH:10]=[C:9]([O:11][C:12]3C=CN=[C:14]([C:18]([NH:20][CH3:21])=O)[CH:13]=3)[CH:8]=[C:7]([CH3:22])[C:5]=2[N:6]=1.Br[CH2:24][CH:25]1[CH2:30][CH2:29][CH2:28][CH2:27][CH2:26]1.[C:31](=O)([O-])[O-].[K+].[K+].C[N:38]1[C:42](=[O:43])CCC1, predict the reaction product. The product is: [CH:25]1([CH2:24][NH:1][C:2]2[S:3][C:4]3[CH:10]=[C:9]([O:11][CH2:12][C:13]4[CH:14]=[CH:18][N:20]=[C:21]([C:42]([NH2:38])=[O:43])[CH:31]=4)[CH:8]=[C:7]([CH3:22])[C:5]=3[N:6]=2)[CH2:30][CH2:29][CH2:28][CH2:27][CH2:26]1. (9) Given the reactants [CH:1]1([C:4](=O)[CH2:5][C:6]#[N:7])[CH2:3][CH2:2]1.[C:9]([N:16]1[CH2:19][CH:18]([NH:20][NH2:21])[CH2:17]1)([O:11][C:12]([CH3:15])([CH3:14])[CH3:13])=[O:10], predict the reaction product. The product is: [NH2:7][C:6]1[N:20]([CH:18]2[CH2:19][N:16]([C:9]([O:11][C:12]([CH3:15])([CH3:14])[CH3:13])=[O:10])[CH2:17]2)[N:21]=[C:4]([CH:1]2[CH2:3][CH2:2]2)[CH:5]=1. (10) Given the reactants [Br:1][C:2]1[CH:7]=[C:6]([Cl:8])[CH:5]=[CH:4][C:3]=1[CH2:9][OH:10].Cl[Si:12]([CH:19]([CH3:21])[CH3:20])([CH:16]([CH3:18])[CH3:17])[CH:13]([CH3:15])[CH3:14].N1C=CN=C1, predict the reaction product. The product is: [Br:1][C:2]1[CH:7]=[C:6]([Cl:8])[CH:5]=[CH:4][C:3]=1[CH2:9][O:10][Si:12]([CH:19]([CH3:21])[CH3:20])([CH:16]([CH3:18])[CH3:17])[CH:13]([CH3:15])[CH3:14].